From a dataset of Full USPTO retrosynthesis dataset with 1.9M reactions from patents (1976-2016). Predict the reactants needed to synthesize the given product. (1) Given the product [C:10]([O:9][C:7]([N:1]1[CH2:6][CH2:5][N:4]([C:24]2[N:25]=[CH:26][C:27]([C:30]([O:32][CH2:33][CH3:34])=[O:31])=[CH:28][N:29]=2)[CH2:3][CH2:2]1)=[O:8])([CH3:13])([CH3:12])[CH3:11], predict the reactants needed to synthesize it. The reactants are: [N:1]1([C:7]([O:9][C:10]([CH3:13])([CH3:12])[CH3:11])=[O:8])[CH2:6][CH2:5][NH:4][CH2:3][CH2:2]1.C(N(C(C)C)CC)(C)C.Cl[C:24]1[N:29]=[CH:28][C:27]([C:30]([O:32][CH2:33][CH3:34])=[O:31])=[CH:26][N:25]=1. (2) Given the product [F:19][C:20]1[CH:21]=[C:22]([N:35]2[CH2:39][C@H:38]([CH2:40][N:41]3[CH:45]=[CH:44][N:43]=[N:42]3)[O:37][C:36]2=[O:46])[CH:23]=[CH:24][C:25]=1[C:2]1[CH:7]=[N:6][C:5]([C:8](=[O:18])[CH2:9][N:10]2[CH:14]=[CH:13][N:12]=[C:11]2[CH2:15][O:16][CH3:17])=[CH:4][CH:3]=1, predict the reactants needed to synthesize it. The reactants are: Br[C:2]1[CH:3]=[CH:4][C:5]([C:8](=[O:18])[CH2:9][N:10]2[CH:14]=[CH:13][N:12]=[C:11]2[CH2:15][O:16][CH3:17])=[N:6][CH:7]=1.[F:19][C:20]1[CH:21]=[C:22]([N:35]2[CH2:39][C@H:38]([CH2:40][N:41]3[CH:45]=[CH:44][N:43]=[N:42]3)[O:37][C:36]2=[O:46])[CH:23]=[CH:24][C:25]=1B1OC(C)(C)C(C)(C)O1.C(=O)([O-])[O-].[K+].[K+]. (3) Given the product [O:9]=[C:5]1[CH2:6][CH2:7][CH2:8][N:4]1[CH2:3][CH:2]=[O:1], predict the reactants needed to synthesize it. The reactants are: [OH:1][CH2:2][CH2:3][N:4]1[CH2:8][CH2:7][CH2:6][C:5]1=[O:9].CC(OI1(OC(C)=O)(OC(C)=O)OC(=O)C2C1=CC=CC=2)=O. (4) The reactants are: C([N:3]([CH2:14][CH3:15])[C:4](=[O:13])[C:5]1[CH:10]=[CH:9][CH:8]=[C:7]([Cl:11])[C:6]=1[CH3:12])C.[OH:16][CH2:17][C@H:18]1[CH2:22][CH2:21][CH2:20][N:19]1[CH2:23]CC(N(OC)C)=O. Given the product [Cl:11][C:7]1[CH:8]=[CH:9][CH:10]=[C:5]2[C:6]=1[CH:12]=[C:14]([CH2:15][CH2:23][N:19]1[CH2:20][CH2:21][CH2:22][C@@H:18]1[CH2:17][OH:16])[NH:3][C:4]2=[O:13], predict the reactants needed to synthesize it. (5) Given the product [CH2:15]([O:22][C:23]1[CH:30]=[CH:29][C:26](/[CH:27]=[CH:10]/[C:8]([C:6]2[CH:7]=[C:2]([CH3:1])[CH:3]=[C:4]([N+:12]([O-:14])=[O:13])[C:5]=2[OH:11])=[O:9])=[CH:25][C:24]=1[Cl:31])[C:16]1[CH:17]=[CH:18][CH:19]=[CH:20][CH:21]=1, predict the reactants needed to synthesize it. The reactants are: [CH3:1][C:2]1[CH:7]=[C:6]([C:8]([CH3:10])=[O:9])[C:5]([OH:11])=[C:4]([N+:12]([O-:14])=[O:13])[CH:3]=1.[CH2:15]([O:22][C:23]1[CH:30]=[CH:29][C:26]([CH:27]=O)=[CH:25][C:24]=1[Cl:31])[C:16]1[CH:21]=[CH:20][CH:19]=[CH:18][CH:17]=1.